This data is from Reaction yield outcomes from USPTO patents with 853,638 reactions. The task is: Predict the reaction yield, written as a fraction of the theoretical maximum amount of product (1.0 means a 100% yield; for example, 0.34 means a 34% yield). (1) The reactants are [F:1][C:2]1[CH:20]=[CH:19][C:5]([CH2:6][NH:7][C:8]([C:10]2[CH:15]=[C:14]([CH:16]=[O:17])[N:13]=[C:12]([CH3:18])[N:11]=2)=[O:9])=[CH:4][C:3]=1[O:21][CH3:22].[CH3:23][Mg]Br. The catalyst is C1COCC1.CCOCC. The product is [F:1][C:2]1[CH:20]=[CH:19][C:5]([CH2:6][NH:7][C:8]([C:10]2[CH:15]=[C:14]([CH:16]([OH:17])[CH3:23])[N:13]=[C:12]([CH3:18])[N:11]=2)=[O:9])=[CH:4][C:3]=1[O:21][CH3:22]. The yield is 0.476. (2) The reactants are [CH2:1]([O:8][C:9]1[CH:10]=[C:11]2[C:16](=[CH:17][CH:18]=1)[C:15](=[O:19])[N:14]([CH2:20][CH:21]([CH3:23])[CH3:22])[C:13]([CH2:24]O)=[C:12]2[O:26][CH2:27][CH2:28][CH2:29][CH3:30])[C:2]1[CH:7]=[CH:6][CH:5]=[CH:4][CH:3]=1.S(Cl)([Cl:33])=O.C(=O)([O-])O.[Na+]. The catalyst is C1(C)C=CC=CC=1. The product is [CH2:1]([O:8][C:9]1[CH:10]=[C:11]2[C:16](=[CH:17][CH:18]=1)[C:15](=[O:19])[N:14]([CH2:20][CH:21]([CH3:23])[CH3:22])[C:13]([CH2:24][Cl:33])=[C:12]2[O:26][CH2:27][CH2:28][CH2:29][CH3:30])[C:2]1[CH:7]=[CH:6][CH:5]=[CH:4][CH:3]=1. The yield is 0.948. (3) The reactants are C(OC(=O)[NH:7][O:8][CH2:9][CH2:10][N:11]1[CH2:16][CH2:15][O:14][CH2:13][CH2:12]1)(C)(C)C.O1CCOCC1.[ClH:24]. The catalyst is CO. The product is [ClH:24].[ClH:24].[N:11]1([CH2:10][CH2:9][O:8][NH2:7])[CH2:16][CH2:15][O:14][CH2:13][CH2:12]1. The yield is 0.780. (4) The reactants are C(N(CC)CC)C.CC(C)(C)C(Cl)=O.[C:15]([O:19][C:20]([N:22]1[CH2:29][CH2:28][CH2:27][C@H:23]1[C:24]([OH:26])=O)=[O:21])([CH3:18])([CH3:17])[CH3:16].[NH2:30][C:31]1[CH:40]=[CH:39][C:38]([Cl:41])=[CH:37][C:32]=1[C:33]([O:35][CH3:36])=[O:34]. The catalyst is O.C1COCC1. The product is [Cl:41][C:38]1[CH:39]=[CH:40][C:31]([NH:30][C:24]([C@@H:23]2[CH2:27][CH2:28][CH2:29][N:22]2[C:20]([O:19][C:15]([CH3:16])([CH3:17])[CH3:18])=[O:21])=[O:26])=[C:32]([C:33]([O:35][CH3:36])=[O:34])[CH:37]=1. The yield is 0.930. (5) The catalyst is [OH-].[Na+]. The product is [OH:17][C:13]1[CH:12]=[CH:11][CH:10]=[C:9]2[C:14]=1[C:15](=[O:16])[C:6]([C:4]([OH:5])=[O:3])=[CH:7][NH:8]2. The reactants are C([O:3][C:4]([C:6]1[C:15](=[O:16])[C:14]2[C:9](=[CH:10][CH:11]=[CH:12][C:13]=2[OH:17])[NH:8][CH:7]=1)=[O:5])C. The yield is 0.870. (6) The reactants are [CH:1]([C:3]1[CH:4]=[N:5][N:6]2[CH:11]=[CH:10][C:9]([C:12]([O:14]C)=[O:13])=[CH:8][C:7]=12)=[O:2]. The catalyst is [OH-].[Na+].CCO. The product is [CH:1]([C:3]1[CH:4]=[N:5][N:6]2[CH:11]=[CH:10][C:9]([C:12]([OH:14])=[O:13])=[CH:8][C:7]=12)=[O:2]. The yield is 0.850. (7) The reactants are [CH3:1][O:2][C:3]1[C:8]([O:9][CH3:10])=[CH:7][CH:6]=[CH:5][C:4]=1B(O)O.[F:14][C:15]1[CH:20]=[CH:19][CH:18]=[CH:17][C:16]=1Br.C(=O)([O-])[O-].[Na+].[Na+]. The catalyst is COCCOC. The product is [F:14][C:15]1[CH:20]=[CH:19][CH:18]=[CH:17][C:16]=1[C:4]1[CH:5]=[CH:6][CH:7]=[C:8]([O:9][CH3:10])[C:3]=1[O:2][CH3:1]. The yield is 0.850. (8) The reactants are [Cl:1][C:2]1[C:9]([CH3:10])=[C:8]([NH:11][C@@H:12]([C:16]2[O:17][C:18]([C:21]3[CH:26]=[CH:25][C:24]([OH:27])=[CH:23][CH:22]=3)=[N:19][N:20]=2)[C@@H:13]([OH:15])[CH3:14])[CH:7]=[CH:6][C:3]=1[C:4]#[N:5].[C:28](Cl)(=[O:35])[C:29]1[CH:34]=[CH:33][CH:32]=[CH:31][CH:30]=1. The catalyst is N1C=CC=CC=1.C(Cl)Cl. The product is [C:28]([O:27][C:24]1[CH:23]=[CH:22][C:21]([C:18]2[O:17][C:16]([C@H:12]([NH:11][C:8]3[CH:7]=[CH:6][C:3]([C:4]#[N:5])=[C:2]([Cl:1])[C:9]=3[CH3:10])[C@@H:13]([O:15][C:18](=[O:17])[C:21]3[CH:26]=[CH:25][CH:24]=[CH:23][CH:22]=3)[CH3:14])=[N:20][N:19]=2)=[CH:26][CH:25]=1)(=[O:35])[C:29]1[CH:34]=[CH:33][CH:32]=[CH:31][CH:30]=1. The yield is 0.820. (9) The reactants are [Cl:1][C:2]1[CH:10]=[C:9]2[C:5]([C:6]([C:11](=[O:16])[C:12]([F:15])([F:14])[F:13])=[CH:7][NH:8]2)=[CH:4][CH:3]=1.C(=O)([O-])[O-].[Cs+].[Cs+].[F:23][C:24]1[CH:25]=[C:26]([CH:29]=[C:30]([F:32])[CH:31]=1)[CH2:27]Br.O. The catalyst is C(#N)C. The product is [Cl:1][C:2]1[CH:10]=[C:9]2[C:5]([C:6]([C:11](=[O:16])[C:12]([F:13])([F:14])[F:15])=[CH:7][N:8]2[CH2:27][C:26]2[CH:25]=[C:24]([F:23])[CH:31]=[C:30]([F:32])[CH:29]=2)=[CH:4][CH:3]=1. The yield is 0.640.